This data is from Full USPTO retrosynthesis dataset with 1.9M reactions from patents (1976-2016). The task is: Predict the reactants needed to synthesize the given product. (1) Given the product [CH:13]1([C:11]2[N:12]=[C:7]([NH:26][C:27]3[CH:28]=[CH:29][C:30]([CH2:33][C:34]([NH2:36])=[O:35])=[CH:31][CH:32]=3)[C:8]3[S:21](=[O:23])(=[O:22])[CH2:20][CH2:19][CH2:18][C:9]=3[N:10]=2)[CH2:17][CH2:16][CH2:15][CH2:14]1, predict the reactants needed to synthesize it. The reactants are: FC(F)(F)S(O[C:7]1[C:8]2[S:21](=[O:23])(=[O:22])[CH2:20][CH2:19][CH2:18][C:9]=2[N:10]=[C:11]([CH:13]2[CH2:17][CH2:16][CH2:15][CH2:14]2)[N:12]=1)(=O)=O.[NH2:26][C:27]1[CH:32]=[CH:31][C:30]([CH2:33][C:34]([NH2:36])=[O:35])=[CH:29][CH:28]=1. (2) Given the product [O:1]1[CH:5]=[CH:4][CH:3]=[C:2]1[C:6]1[N:10]([C:11]2[CH:18]=[CH:17][CH:16]=[CH:15][C:12]=2[CH2:13][NH2:14])[N:9]=[C:8]([C:19]([F:21])([F:20])[F:22])[CH:7]=1, predict the reactants needed to synthesize it. The reactants are: [O:1]1[CH:5]=[CH:4][CH:3]=[C:2]1[C:6]1[N:10]([C:11]2[CH:18]=[CH:17][CH:16]=[CH:15][C:12]=2[C:13]#[N:14])[N:9]=[C:8]([C:19]([F:22])([F:21])[F:20])[CH:7]=1.[BH4-].[Na+].O.C([O-])([O-])=O.[Na+].[Na+]. (3) Given the product [Br:1][C:2]1[CH:9]=[CH:8][C:7]([CH2:10][Cl:14])=[CH:6][C:3]=1[C:4]#[N:5], predict the reactants needed to synthesize it. The reactants are: [Br:1][C:2]1[CH:9]=[CH:8][C:7]([CH2:10]O)=[CH:6][C:3]=1[C:4]#[N:5].S(Cl)([Cl:14])=O.CN(C=O)C.C([O-])(O)=O.[Na+]. (4) Given the product [O:32]1[C:24]2[CH:23]=[CH:22][C:21]([C:12]3[CH:13]=[CH:14][C:9]([NH:8][C:3]4[N:4]([CH3:7])[N:5]=[CH:6][C:2]=4[Br:1])=[CH:10][CH:11]=3)=[CH:20][C:19]=2[O:33][CH2:31]1, predict the reactants needed to synthesize it. The reactants are: [Br:1][C:2]1[CH:6]=[N:5][N:4]([CH3:7])[C:3]=1[NH:8][C:9]1[CH:14]=[CH:13][C:12](I)=[CH:11][CH:10]=1.COC=[C:19]1[C:24](=COC)[CH:23]=[CH:22][C:21](B(O)O)=[CH:20]1.[C:31](=O)([O-:33])[O-:32].[Cs+].[Cs+].COCCOC. (5) Given the product [C:1]([O-:16])(=[O:15])[CH2:2][CH2:3][CH2:4][CH2:5][CH2:6][CH2:7][CH2:8][CH2:9][CH2:10][CH2:11][CH2:12][CH2:13][CH3:14].[Na+:18], predict the reactants needed to synthesize it. The reactants are: [C:1]([OH:16])(=[O:15])[CH2:2][CH2:3][CH2:4][CH2:5][CH2:6][CH2:7][CH2:8][CH2:9][CH2:10][CH2:11][CH2:12][CH2:13][CH3:14].[OH-].[Na+:18].[Cl-].[Na+]. (6) The reactants are: [F:1][C:2]1[CH:7]=[C:6]([O:8][C:9]2[CH:14]=[CH:13][N:12]=[C:11]([C:15]3[CH:16]=[N:17][N:18]([CH3:20])[CH:19]=3)[CH:10]=2)[C:5]([F:21])=[CH:4][C:3]=1[NH:22][C:23]([C:25]1([C:28]([NH:30][C:31]2[CH:36]=[CH:35][CH:34]=[CH:33][CH:32]=2)=[O:29])[CH2:27][CH2:26]1)=[O:24].[ClH:37].O1CCOCC1. Given the product [ClH:37].[F:1][C:2]1[CH:7]=[C:6]([O:8][C:9]2[CH:14]=[CH:13][N:12]=[C:11]([C:15]3[CH:16]=[N:17][N:18]([CH3:20])[CH:19]=3)[CH:10]=2)[C:5]([F:21])=[CH:4][C:3]=1[NH:22][C:23]([C:25]1([C:28]([NH:30][C:31]2[CH:32]=[CH:33][CH:34]=[CH:35][CH:36]=2)=[O:29])[CH2:27][CH2:26]1)=[O:24], predict the reactants needed to synthesize it. (7) The reactants are: [Cl:1][C:2]1[CH:3]=[C:4]2[C:8](=[CH:9][CH:10]=1)[C@@H:7]([N:11]1[C:19](=[O:20])[C:18]3[C:13](=[CH:14][CH:15]=[CH:16][CH:17]=3)[C:12]1=[O:21])[C@@H:6]([OH:22])[CH2:5]2.O1CCC[CH2:24]1.CI.CC(C)([O-])C.[K+]. Given the product [Cl:1][C:2]1[CH:3]=[C:4]2[C:8](=[CH:9][CH:10]=1)[C@@H:7]([N:11]1[C:19](=[O:20])[C:18]3[C:13](=[CH:14][CH:15]=[CH:16][CH:17]=3)[C:12]1=[O:21])[C@@H:6]([O:22][CH3:24])[CH2:5]2, predict the reactants needed to synthesize it.